This data is from Reaction yield outcomes from USPTO patents with 853,638 reactions. The task is: Predict the reaction yield, written as a fraction of the theoretical maximum amount of product (1.0 means a 100% yield; for example, 0.34 means a 34% yield). (1) The reactants are C([O:8][C:9]1[C:14](=[O:15])[N:13]=[C:12]([CH2:16][C:17]2([C:22]3[CH:27]=[CH:26][C:25]([Cl:28])=[CH:24][CH:23]=3)[CH2:21][CH2:20][CH2:19][CH2:18]2)[N:11]2[CH2:29][CH2:30][N:31]([CH3:34])[C:32](=[O:33])[C:10]=12)C1C=CC=CC=1.C1(C2C=CC=CC=2)C=CC=CC=1CC1N2CCN(C)C(=O)C2=C(O)C(=O)N=1. No catalyst specified. The product is [Cl:28][C:25]1[CH:26]=[CH:27][C:22]([C:17]2([CH2:16][C:12]3[N:11]4[CH2:29][CH2:30][N:31]([CH3:34])[C:32](=[O:33])[C:10]4=[C:9]([OH:8])[C:14](=[O:15])[N:13]=3)[CH2:21][CH2:20][CH2:19][CH2:18]2)=[CH:23][CH:24]=1. The yield is 0.663. (2) The reactants are [N:1]1[N:5]2[CH:6]=[CH:7][C:8]([C:10]([OH:12])=[O:11])=[CH:9][C:4]2=[CH:3][CH:2]=1.[CH3:13]O. The catalyst is Cl. The product is [CH3:13][O:11][C:10]([C:8]1[CH:7]=[CH:6][N:5]2[N:1]=[CH:2][CH:3]=[C:4]2[CH:9]=1)=[O:12]. The yield is 0.740. (3) The reactants are [Si:1]([O:8][CH2:9][C@H:10]1[O:14][C@@H:13]([N:15]2[CH:22]=[C:21]([I:23])[C:19]([NH2:20])=[N:18][C:16]2=[O:17])[CH2:12][C@@H:11]1[OH:24])([C:4]([CH3:7])([CH3:6])[CH3:5])([CH3:3])[CH3:2].[H-].[Na+].[CH2:27](Br)[CH:28]=[CH2:29].C([O-])(O)=O.[Na+]. The catalyst is C1COCC1. The product is [CH2:29]([O:24][C@@H:11]1[C@@H:10]([CH2:9][O:8][Si:1]([C:4]([CH3:7])([CH3:5])[CH3:6])([CH3:2])[CH3:3])[O:14][C@@H:13]([N:15]2[CH:22]=[C:21]([I:23])[C:19]([NH2:20])=[N:18][C:16]2=[O:17])[CH2:12]1)[CH:28]=[CH2:27]. The yield is 0.470. (4) The reactants are [C:1](OC(=O)C)(=[O:3])[CH3:2].[OH:8][C:9]1[CH:17]=[CH:16][C:12]([C:13]([OH:15])=[O:14])=[CH:11][C:10]=1[CH2:18][CH:19]=[C:20]([CH3:22])[CH3:21].O.Cl. The catalyst is N1C=CC=CC=1. The product is [C:1]([O:8][C:9]1[CH:17]=[CH:16][C:12]([C:13]([OH:15])=[O:14])=[CH:11][C:10]=1[CH2:18][CH:19]=[C:20]([CH3:22])[CH3:21])(=[O:3])[CH3:2]. The yield is 0.510.